This data is from Reaction yield outcomes from USPTO patents with 853,638 reactions. The task is: Predict the reaction yield, written as a fraction of the theoretical maximum amount of product (1.0 means a 100% yield; for example, 0.34 means a 34% yield). (1) The reactants are CN([CH:4]=[O:5])C.O=P(Cl)(Cl)Cl.[CH2:11]([N:18]1[C:30]2[CH:29]=[CH:28][CH:27]=[CH:26][C:25]=2[C:24]2[C:19]1=[CH:20][CH:21]=[CH:22][CH:23]=2)[CH2:12][CH2:13][CH2:14][CH2:15][CH2:16][CH3:17].[C:31]([O-])(=[O:33])C.[Na+]. The catalyst is O. The product is [CH2:11]([N:18]1[C:30]2[CH:29]=[CH:28][C:27]([CH:31]=[O:33])=[CH:26][C:25]=2[C:24]2[C:19]1=[CH:20][CH:21]=[C:22]([CH:4]=[O:5])[CH:23]=2)[CH2:12][CH2:13][CH2:14][CH2:15][CH2:16][CH3:17]. The yield is 0.510. (2) The reactants are C(OC(=O)[NH:7][CH:8]1[CH2:13][CH2:12][NH:11][CH2:10][CH2:9]1)(C)(C)C.[Cl:15][C:16]1[CH:21]=[CH:20][C:19]([C:22]([F:25])([F:24])[F:23])=[CH:18][N:17]=1.C(=O)([O-])[O-].[K+].[K+]. The catalyst is CS(C)=O.C(OCC)C.ClCCl.FC(F)(F)C(O)=O. The product is [Cl-:15].[F:23][C:22]([F:25])([F:24])[C:19]1[CH:20]=[CH:21][C:16]([N:11]2[CH2:10][CH2:9][CH:8]([NH3+:7])[CH2:13][CH2:12]2)=[N:17][CH:18]=1. The yield is 0.620. (3) The reactants are C([O:4][C@H:5]1[CH2:9][C@H:8]([N:10]2[C:14]3[N:15]=[CH:16][N:17]=[C:18]([CH2:19][CH2:20][C:21]4[CH:26]=[CH:25][CH:24]=[CH:23][CH:22]=4)[C:13]=3[C:12]([C:27]#[C:28][Si](C)(C)C)=[CH:11]2)[O:7][C@@H:6]1[CH2:33][O:34][S:35]([NH2:38])(=[O:37])=[O:36])(=O)C.C([O-])([O-])=O.[K+].[K+]. The catalyst is CO.C(Cl)Cl. The product is [S:35](=[O:36])(=[O:37])([O:34][CH2:33][C@@H:6]1[C@@H:5]([OH:4])[CH2:9][C@H:8]([N:10]2[C:14]3[N:15]=[CH:16][N:17]=[C:18]([CH2:19][CH2:20][C:21]4[CH:26]=[CH:25][CH:24]=[CH:23][CH:22]=4)[C:13]=3[C:12]([C:27]#[CH:28])=[CH:11]2)[O:7]1)[NH2:38]. The yield is 0.620. (4) The product is [CH3:31][O:30][C:23]1[C:22]2[CH2:32][NH:33][C:34](=[O:35])[C:21]=2[C:20]([O:19][CH2:13][C:12]2[CH:15]=[CH:16][C:9]([O:8][CH3:7])=[CH:10][CH:11]=2)=[C:29]2[C:24]=1[CH:25]=[CH:26][CH:27]=[N:28]2. The yield is 0.530. The reactants are C(=O)([O-])[O-].[K+].[K+].[CH3:7][O:8][C:9]1[CH:16]=[CH:15][C:12]([CH2:13]Cl)=[CH:11][CH:10]=1.[I-].[Na+].[OH:19][C:20]1[C:21]2[C:34](=[O:35])[NH:33][CH2:32][C:22]=2[C:23]([O:30][CH3:31])=[C:24]2[C:29]=1[N:28]=[CH:27][CH:26]=[CH:25]2. The catalyst is FC1C=CC(CN2C(=O)C3C(OCOC)=C4C(C=CC=N4)=C(OC)C=3C2=O)=CC=1.C(O)(=O)C. (5) The reactants are C(O[C:5]1[O:6][CH2:7][C:8](=[O:16])[C:9]=1[C:10]([O:12][CH:13]([CH3:15])[CH3:14])=[O:11])(C)C.C(OC(C)C)(=O)CC(OC(C)C)=O.ClCC(Cl)=O.[CH:35]1([NH2:41])[CH2:40][CH2:39][CH2:38][CH2:37][CH2:36]1.[NH:42]1[C:50]2[C:45](=[CH:46][CH:47]=[CH:48][N:49]=2)[C:44]([CH:51]=O)=[CH:43]1.N1CCCCC1. The catalyst is CC(O)C. The product is [NH:42]1[C:50]2=[N:49][CH:48]=[CH:47][CH:46]=[C:45]2[C:44]([CH:51]=[C:7]2[O:6][C:5]([NH:41][CH:35]3[CH2:40][CH2:39][CH2:38][CH2:37][CH2:36]3)=[C:9]([C:10]([O:12][CH:13]([CH3:14])[CH3:15])=[O:11])[C:8]2=[O:16])=[CH:43]1. The yield is 0.0400. (6) The reactants are [CH3:1][O:2][C:3]1([CH2:6][CH2:7][NH2:8])[CH2:5][CH2:4]1.[Cl:9][CH2:10][CH2:11][N:12]=[C:13]=[O:14]. The catalyst is C1COCC1. The product is [Cl:9][CH2:10][CH2:11][NH:12][C:13]([NH:8][CH2:7][CH2:6][C:3]1([O:2][CH3:1])[CH2:5][CH2:4]1)=[O:14]. The yield is 0.810.